From a dataset of Catalyst prediction with 721,799 reactions and 888 catalyst types from USPTO. Predict which catalyst facilitates the given reaction. (1) Reactant: [N:1]1[CH:6]=[CH:5][CH:4]=[CH:3][C:2]=1[N:7]1[CH2:12][CH2:11][N:10]([C:13]2[CH:22]=[CH:21][C:16]([C:17]([NH:19][NH2:20])=[O:18])=[CH:15][CH:14]=2)[CH2:9][CH2:8]1.N1C=CC=CC=1.Cl[C:30]([C:32]1[CH:41]=[CH:40][C:35]([C:36]([O:38][CH3:39])=[O:37])=[CH:34][CH:33]=1)=[O:31].O. Product: [N:1]1[CH:6]=[CH:5][CH:4]=[CH:3][C:2]=1[N:7]1[CH2:8][CH2:9][N:10]([C:13]2[CH:22]=[CH:21][C:16]([C:17]([NH:19][NH:20][C:30]([C:32]3[CH:41]=[CH:40][C:35]([C:36]([O:38][CH3:39])=[O:37])=[CH:34][CH:33]=3)=[O:31])=[O:18])=[CH:15][CH:14]=2)[CH2:11][CH2:12]1. The catalyst class is: 9. (2) The catalyst class is: 66. Reactant: [N:1]([CH:4]([CH:25]1[O:29][C:28](=[O:30])[CH:27]([CH:31]([CH3:33])[CH3:32])[CH2:26]1)[CH2:5][CH:6]([CH2:10][C:11]1[CH:16]=[CH:15][C:14]([O:17][CH3:18])=[C:13]([O:19][CH2:20][CH2:21][CH2:22][O:23][CH3:24])[CH:12]=1)[CH:7]([CH3:9])[CH3:8])=[N+:2]=[N-:3].[NH2:34][CH:35]1[CH2:40][CH2:39][N:38]([C:41]([O:43][CH2:44][C:45]2[CH:50]=[CH:49][CH:48]=[CH:47][CH:46]=2)=[O:42])[CH2:37][CH2:36]1. Product: [N:1]([CH:4]([CH2:5][CH:6]([CH2:10][C:11]1[CH:16]=[CH:15][C:14]([O:17][CH3:18])=[C:13]([O:19][CH2:20][CH2:21][CH2:22][O:23][CH3:24])[CH:12]=1)[CH:7]([CH3:9])[CH3:8])[CH:25]([OH:29])[CH2:26][CH:27]([CH:31]([CH3:33])[CH3:32])[C:28]([NH:34][CH:35]1[CH2:36][CH2:37][N:38]([C:41]([O:43][CH2:44][C:45]2[CH:50]=[CH:49][CH:48]=[CH:47][CH:46]=2)=[O:42])[CH2:39][CH2:40]1)=[O:30])=[N+:2]=[N-:3]. (3) Reactant: [F:1][C:2]1([F:44])[CH2:7][CH2:6][CH2:5][C@H:4]([O:8][C:9]2[C:14]([F:15])=[CH:13][C:12]([S:16]([N:19](CC3C=CC(OC)=CC=3OC)[C:20]3[CH:25]=[CH:24][N:23]=[CH:22][N:21]=3)(=[O:18])=[O:17])=[C:11]([F:37])[CH:10]=2)[C@H:3]1[C:38]1[N:42]([CH3:43])[N:41]=[CH:40][CH:39]=1.C([SiH](CC)CC)C.FC(F)(F)C(O)=O. Product: [F:44][C:2]1([F:1])[CH2:7][CH2:6][CH2:5][C@H:4]([O:8][C:9]2[C:14]([F:15])=[CH:13][C:12]([S:16]([NH:19][C:20]3[CH:25]=[CH:24][N:23]=[CH:22][N:21]=3)(=[O:17])=[O:18])=[C:11]([F:37])[CH:10]=2)[C@H:3]1[C:38]1[N:42]([CH3:43])[N:41]=[CH:40][CH:39]=1. The catalyst class is: 4. (4) Product: [Cl:45][C:41]1[CH:40]=[C:39]([CH:36]([NH:35][C:10](=[O:12])[CH2:9][NH:8][C:6]2[C:5]([Cl:13])=[CH:4][N:3]=[C:2]([Cl:1])[N:7]=2)[CH2:37][OH:38])[CH:44]=[CH:43][CH:42]=1. The catalyst class is: 39. Reactant: [Cl:1][C:2]1[N:7]=[C:6]([NH:8][CH2:9][C:10]([OH:12])=O)[C:5]([Cl:13])=[CH:4][N:3]=1.CCN=C=NCCCN(C)C.C1C=CC2N(O)N=NC=2C=1.[NH2:35][C@@H:36]([C:39]1[CH:44]=[CH:43][CH:42]=[C:41]([Cl:45])[CH:40]=1)[CH2:37][OH:38].C(N(CC)CC)C.